From a dataset of Full USPTO retrosynthesis dataset with 1.9M reactions from patents (1976-2016). Predict the reactants needed to synthesize the given product. Given the product [Cl:30][CH2:31][CH2:32][CH2:33][O:34][C:2]1[NH:1][C:9]2[C:4]([C:3]=1[C:10]([O:12][CH3:13])=[O:11])=[CH:5][CH:6]=[CH:7][CH:8]=2, predict the reactants needed to synthesize it. The reactants are: [NH:1]1[C:9]2[C:4](=[CH:5][CH:6]=[CH:7][CH:8]=2)[C:3]([C:10]([O:12][CH3:13])=[O:11])=[CH:2]1.CN1CCN(C)CC1.ClN1C(=O)CCC1=O.[Cl:30][CH2:31][CH2:32][CH2:33][OH:34].ClC(Cl)(Cl)C(O)=O.